Dataset: Experimentally validated miRNA-target interactions with 360,000+ pairs, plus equal number of negative samples. Task: Binary Classification. Given a miRNA mature sequence and a target amino acid sequence, predict their likelihood of interaction. (1) The miRNA is mmu-miR-223-3p with sequence UGUCAGUUUGUCAAAUACCCCA. The protein sequence of the target gene is MRLWKAVVVTLAFMSVDICVTTAIYVFSHLDRSLLEDIRHFNIFDSVLDLWAACLYRSCLLLGATIGVAKNSALGPRRLRASWLVITLVCLFVGIYAMVKLLLFSEVRRPIRDPWFWALFVWTYISLGASFLLWWLLSTVRPGTQALEPGAATEAEGFPGSGRPPPEQASGATLQKLLSYTKPDVAFLVAASFFLIVAALGETFLPYYTGRAIDGIVIQKSMDQFSTAVVIVCLLAIGSSFAAGIRGGIFTLIFARLNIRLRNCLFRSLVSQETSFFDENRTGDLISRLTSDTTMVSDLV.... Result: 0 (no interaction). (2) The miRNA is hsa-miR-6875-5p with sequence UGAGGGACCCAGGACAGGAGA. The protein sequence of the target gene is MGGCVGAQHDSSGSLNENSEGTGVALGRNQPLKKEKPKWKSDYPMTDGQLRSKRDEFWDTAPAFEGRKEIWDALKAAAHAFESNDHELAQAIIDGANITLPHGALTECYDELGNRYQLPVYCLAPPINMIEEKSDIETLDIPEPPPNSGYECQLRLRLSTGKDLKLVVRSTDTVFHMKRRLHAAEGVEPGSQRWFFSGRPLTDKMKFEELKIPKDYVVQVIVSQPVQNPTPVEN. Result: 0 (no interaction). (3) The miRNA is hsa-miR-374a-5p with sequence UUAUAAUACAACCUGAUAAGUG. The protein sequence of the target gene is MSTTGQVIRCKAAILWKPGAPFSIEEVEVAPPKAKEVRIKVVATGLCGTEMKVLGSKHLDLLYPTILGHEGAGIVESIGEGVSTVKPGDKVITLFLPQCGECTSCLNSEGNFCIQFKQSKTQLMSDGTSRFTCKGKSIYHFGNTSTFCEYTVIKEISVAKIDAVAPLEKVCLISCGFSTGFGAAINTAKVTPGSTCAVFGLGGVGLSVVMGCKAAGAARIIGVDVNKEKFKKAQELGATECLNPQDLKKPIQEVLFDMTDAGIDFCFEAIGNLDVLAAALASCNESYGVCVVVGVLPASV.... Result: 0 (no interaction).